From a dataset of Reaction yield outcomes from USPTO patents with 853,638 reactions. Predict the reaction yield, written as a fraction of the theoretical maximum amount of product (1.0 means a 100% yield; for example, 0.34 means a 34% yield). (1) The reactants are [Cl:1][C:2]1[CH:7]=[C:6]([C:8]([F:11])([F:10])[F:9])[N:5]=[C:4]([C:12]2[CH:17]=[CH:16][N:15]=[CH:14][CH:13]=2)[N:3]=1.[CH3:18][C:19]1[CH:25]=[CH:24][C:23]([CH3:26])=[CH:22][C:20]=1[NH2:21].Cl. The catalyst is O.C(O)C. The product is [ClH:1].[CH3:18][C:19]1[CH:25]=[CH:24][C:23]([CH3:26])=[CH:22][C:20]=1[NH:21][C:2]1[CH:7]=[C:6]([C:8]([F:11])([F:10])[F:9])[N:5]=[C:4]([C:12]2[CH:17]=[CH:16][N:15]=[CH:14][CH:13]=2)[N:3]=1. The yield is 0.420. (2) The reactants are ClCCCl.[Br:5][C:6]1[CH:7]=[C:8]([CH:11]=[CH:12][CH:13]=1)[CH:9]=O.[O:14]([C:21]1[CH:22]=[C:23]([CH:25]=[CH:26][CH:27]=1)[NH2:24])[C:15]1[CH:20]=[CH:19][CH:18]=[CH:17][CH:16]=1.[BH-](OC(C)=O)(OC(C)=O)OC(C)=O.[Na+]. The catalyst is O.C(O)(=O)C. The product is [O:14]([C:21]1[CH:22]=[C:23]([NH:24][CH2:9][C:8]2[CH:11]=[CH:12][CH:13]=[C:6]([Br:5])[CH:7]=2)[CH:25]=[CH:26][CH:27]=1)[C:15]1[CH:16]=[CH:17][CH:18]=[CH:19][CH:20]=1. The yield is 0.980.